This data is from NCI-60 drug combinations with 297,098 pairs across 59 cell lines. The task is: Regression. Given two drug SMILES strings and cell line genomic features, predict the synergy score measuring deviation from expected non-interaction effect. (1) Drug 1: C1=C(C(=O)NC(=O)N1)F. Drug 2: C1C(C(OC1N2C=NC(=NC2=O)N)CO)O. Cell line: U251. Synergy scores: CSS=33.2, Synergy_ZIP=-7.27, Synergy_Bliss=-7.67, Synergy_Loewe=-7.90, Synergy_HSA=-7.57. (2) Drug 1: C1=NC(=NC(=O)N1C2C(C(C(O2)CO)O)O)N. Drug 2: CC(C)NC(=O)C1=CC=C(C=C1)CNNC.Cl. Cell line: CCRF-CEM. Synergy scores: CSS=45.8, Synergy_ZIP=1.78, Synergy_Bliss=2.48, Synergy_Loewe=-30.6, Synergy_HSA=0.956. (3) Drug 1: CCC1(CC2CC(C3=C(CCN(C2)C1)C4=CC=CC=C4N3)(C5=C(C=C6C(=C5)C78CCN9C7C(C=CC9)(C(C(C8N6C=O)(C(=O)OC)O)OC(=O)C)CC)OC)C(=O)OC)O.OS(=O)(=O)O. Drug 2: CC1=C(C(=O)C2=C(C1=O)N3CC4C(C3(C2COC(=O)N)OC)N4)N. Cell line: COLO 205. Synergy scores: CSS=25.9, Synergy_ZIP=3.89, Synergy_Bliss=0.419, Synergy_Loewe=-14.1, Synergy_HSA=-4.40.